From a dataset of Catalyst prediction with 721,799 reactions and 888 catalyst types from USPTO. Predict which catalyst facilitates the given reaction. (1) Reactant: CN(C)[CH:3]=[O:4].P(Cl)(Cl)([Cl:8])=O.[C:11]1([N:17]2[C:21]3=[N:22][CH:23]=[CH:24][CH:25]=[C:20]3[CH2:19][C:18]2=O)[CH:16]=[CH:15][CH:14]=[CH:13][CH:12]=1.N1C=CC=CC=1. Product: [Cl:8][C:18]1[N:17]([C:11]2[CH:16]=[CH:15][CH:14]=[CH:13][CH:12]=2)[C:21]2=[N:22][CH:23]=[CH:24][CH:25]=[C:20]2[C:19]=1[CH:3]=[O:4]. The catalyst class is: 4. (2) Reactant: [CH3:1][C:2]1[CH:3]=[C:4]([C:8]([C:10]2[CH:11]=[N:12][C:13]([O:16][CH3:17])=[CH:14][CH:15]=2)=O)[O:5][C:6]=1[CH3:7].[NH3:18]. Product: [CH3:17][O:16][C:13]1[N:12]=[CH:11][C:10]([C:8]2[C:4]([OH:5])=[CH:3][C:2]([CH3:1])=[C:6]([CH3:7])[N:18]=2)=[CH:15][CH:14]=1. The catalyst class is: 5. (3) Reactant: [CH2:1]([C:8]1[CH:13]=[CH:12][C:11]([NH:14][C:15]2[N:23]=[CH:22][C:21]([F:24])=[CH:20][C:16]=2[C:17]([OH:19])=O)=[CH:10][CH:9]=1)[C:2]1[CH:7]=[CH:6][CH:5]=[CH:4][CH:3]=1.[NH2:25][CH:26]1[CH2:31][CH2:30][CH:29]([NH:32][C:33]([C:35]2[N:36]=[C:37]3[CH:42]=[CH:41][C:40]([F:43])=[CH:39][N:38]3[CH:44]=2)=[O:34])[CH2:28][CH2:27]1. Product: [CH2:1]([C:8]1[CH:9]=[CH:10][C:11]([NH:14][C:15]2[C:16]([C:17]([NH:25][C@@H:26]3[CH2:31][CH2:30][C@H:29]([NH:32][C:33]([C:35]4[N:36]=[C:37]5[CH:42]=[CH:41][C:40]([F:43])=[CH:39][N:38]5[CH:44]=4)=[O:34])[CH2:28][CH2:27]3)=[O:19])=[CH:20][C:21]([F:24])=[CH:22][N:23]=2)=[CH:12][CH:13]=1)[C:2]1[CH:3]=[CH:4][CH:5]=[CH:6][CH:7]=1. The catalyst class is: 10. (4) Reactant: Br[C:2]1[CH:3]=[C:4]2[C:9](=[CH:10][CH:11]=1)[NH:8][C:7](=[O:12])[CH:6]=[C:5]2[O:13][C:14]1[CH:19]=[CH:18][CH:17]=[CH:16][CH:15]=1.[NH:20]1[CH2:25][CH2:24][O:23][CH2:22][CH2:21]1.[Cl-].C(C1C=CC=C(CCC)C=1[N+]1C=CN(C2C(CCC)=CC=CC=2CCC)C=1)CC.CC(C)([O-])C.[K+]. The catalyst class is: 12. Product: [N:20]1([C:2]2[CH:3]=[C:4]3[C:9](=[CH:10][CH:11]=2)[NH:8][C:7](=[O:12])[CH:6]=[C:5]3[O:13][C:14]2[CH:19]=[CH:18][CH:17]=[CH:16][CH:15]=2)[CH2:25][CH2:24][O:23][CH2:22][CH2:21]1. (5) Reactant: [F:1][C:2]1[C:3]([OH:18])=[C:4]([CH2:11][CH2:12]OS(C)(=O)=O)[CH:5]=[C:6]([N+:8]([O-:10])=[O:9])[CH:7]=1.C(N(CC)CC)C.O. Product: [F:1][C:2]1[C:3]2[O:18][CH2:12][CH2:11][C:4]=2[CH:5]=[C:6]([N+:8]([O-:10])=[O:9])[CH:7]=1. The catalyst class is: 13.